Dataset: Full USPTO retrosynthesis dataset with 1.9M reactions from patents (1976-2016). Task: Predict the reactants needed to synthesize the given product. (1) Given the product [F:9][C:10]1[CH:17]=[C:16]([N:3]2[CH2:4][CH2:5][C@@:6]([OH:7])([CH3:8])[C@@H:2]2[CH3:1])[CH:15]=[C:14]([F:19])[C:11]=1[C:12]#[N:13], predict the reactants needed to synthesize it. The reactants are: [CH3:1][C@H:2]1[C@@:6]([CH3:8])([OH:7])[CH2:5][CH2:4][NH:3]1.[F:9][C:10]1[CH:17]=[C:16](F)[CH:15]=[C:14]([F:19])[C:11]=1[C:12]#[N:13].C(=O)([O-])[O-].[Li+].[Li+]. (2) The reactants are: Br[C:2]1[C:10]2[C:5](=[CH:6][CH:7]=[CH:8][CH:9]=2)[N:4]([C:11]([O:13][C:14]([CH3:17])([CH3:16])[CH3:15])=[O:12])[C:3]=1[CH3:18].[CH:19]1[C:28]2[C:23](=[CH:24][CH:25]=[CH:26][CH:27]=2)[C:22](B(O)O)=[CH:21][N:20]=1.C([O-])([O-])=O.[Na+].[Na+]. Given the product [CH:19]1[C:28]2[C:23](=[CH:24][CH:25]=[CH:26][CH:27]=2)[C:22]([C:2]2[C:10]3[C:5](=[CH:6][CH:7]=[CH:8][CH:9]=3)[N:4]([C:11]([O:13][C:14]([CH3:17])([CH3:16])[CH3:15])=[O:12])[C:3]=2[CH3:18])=[CH:21][N:20]=1, predict the reactants needed to synthesize it. (3) Given the product [NH2:1][C:4]1[CH:5]=[N:6][C:7]2[C:12]([C:13]=1[NH:14][CH2:15][C:16]1([OH:22])[CH2:21][CH2:20][O:19][CH2:18][CH2:17]1)=[CH:11][CH:10]=[CH:9][CH:8]=2, predict the reactants needed to synthesize it. The reactants are: [N+:1]([C:4]1[CH:5]=[N:6][C:7]2[C:12]([C:13]=1[NH:14][CH2:15][C:16]1([OH:22])[CH2:21][CH2:20][O:19][CH2:18][CH2:17]1)=[CH:11][CH:10]=[CH:9][CH:8]=2)([O-])=O. (4) Given the product [Br:1][C:2]1[CH:3]=[C:4]([CH3:33])[CH:5]=[C:6]2[C:11]=1[N:10]=[CH:9][N:8]([NH:12][C:20]1[CH:25]=[C:24]([Cl:26])[CH:23]=[CH:22][C:21]=1[S:27]([CH2:30][CH3:31])(=[O:28])=[O:29])[C:7]2=[O:32], predict the reactants needed to synthesize it. The reactants are: [Br:1][C:2]1[CH:3]=[C:4]([CH3:33])[CH:5]=[C:6]2[C:11]=1[N:10]=[CH:9][N:8]([N:12]([C:20]1[CH:25]=[C:24]([Cl:26])[CH:23]=[CH:22][C:21]=1[S:27]([CH2:30][CH3:31])(=[O:29])=[O:28])C(=O)OC(C)(C)C)[C:7]2=[O:32].C(O)(C(F)(F)F)=O. (5) Given the product [P:20]([O:23][CH3:24])([O:21][CH3:22])([O:8][C:7](=[C:2]1[CH2:6][CH2:5][CH2:4][CH2:3]1)[C:9]1[C:17]2[C:12](=[CH:13][C:14]([O:18][CH3:19])=[CH:15][CH:16]=2)[NH:11][N:10]=1)=[O:25], predict the reactants needed to synthesize it. The reactants are: Br[C:2]1([C:7]([C:9]2[C:17]3[C:12](=[CH:13][C:14]([O:18][CH3:19])=[CH:15][CH:16]=3)[NH:11][N:10]=2)=[O:8])[CH2:6][CH2:5][CH2:4][CH2:3]1.[P:20]([O:25]C)([O:23][CH3:24])[O:21][CH3:22]. (6) The reactants are: [CH:1]1([N:5]([CH3:28])[C:6](=[O:27])[C:7]2[CH:12]=[C:11]([O:13][C:14]3[C:19]([Cl:20])=[CH:18][C:17]([CH2:21]OC)=[CH:16][C:15]=3[Cl:24])[CH:10]=[CH:9][C:8]=2[O:25]C)[CH2:4][CH2:3][CH2:2]1.B(Br)(Br)[Br:30]. Given the product [Br:30][CH2:21][C:17]1[CH:18]=[C:19]([Cl:20])[C:14]([O:13][C:11]2[CH:10]=[CH:9][C:8]([OH:25])=[C:7]([CH:12]=2)[C:6]([N:5]([CH:1]2[CH2:4][CH2:3][CH2:2]2)[CH3:28])=[O:27])=[C:15]([Cl:24])[CH:16]=1, predict the reactants needed to synthesize it. (7) Given the product [CH:16]1([C@H:11]([NH:10][C:8]([C:5]2[CH:6]=[CH:7][C:2]([C:39]3[CH:40]=[CH:41][C:36]([O:35][CH3:34])=[CH:37][CH:38]=3)=[CH:3][C:4]=2[NH:22][C:23]([NH:25][C:26]2[C:31]([CH3:32])=[CH:30][CH:29]=[CH:28][C:27]=2[CH3:33])=[O:24])=[O:9])[C:12]([O:14][CH3:15])=[O:13])[CH2:21][CH2:20][CH2:19][CH2:18][CH2:17]1, predict the reactants needed to synthesize it. The reactants are: Cl[C:2]1[CH:7]=[CH:6][C:5]([C:8]([NH:10][C@@H:11]([CH:16]2[CH2:21][CH2:20][CH2:19][CH2:18][CH2:17]2)[C:12]([O:14][CH3:15])=[O:13])=[O:9])=[C:4]([NH:22][C:23]([NH:25][C:26]2[C:31]([CH3:32])=[CH:30][CH:29]=[CH:28][C:27]=2[CH3:33])=[O:24])[CH:3]=1.[CH3:34][O:35][C:36]1[CH:41]=[CH:40][C:39](B(O)O)=[CH:38][CH:37]=1.C(=O)([O-])[O-].[Na+].[Na+].C(#N)C.